Dataset: Catalyst prediction with 721,799 reactions and 888 catalyst types from USPTO. Task: Predict which catalyst facilitates the given reaction. (1) Product: [ClH:1].[NH2:8][C@H:9]1[CH2:12][C@H:11]([N:13]2[C:17]3=[N:18][CH:19]=[CH:20][CH:21]=[C:16]3[N:15]([CH3:22])[C:14]2=[O:23])[CH2:10]1. Reactant: [ClH:1].C(OC(=O)[NH:8][C@H:9]1[CH2:12][C@H:11]([N:13]2[C:17]3=[N:18][CH:19]=[CH:20][CH:21]=[C:16]3[N:15]([CH3:22])[C:14]2=[O:23])[CH2:10]1)(C)(C)C. The catalyst class is: 12. (2) Reactant: [CH2:1]([C:8]1[CH:9]=[C:10]([CH:13]=[C:14]([Br:16])[CH:15]=1)[CH:11]=[O:12])[C:2]1[CH:7]=[CH:6][CH:5]=[CH:4][CH:3]=1.[BH4-].[Na+]. Product: [CH2:1]([C:8]1[CH:9]=[C:10]([CH:13]=[C:14]([Br:16])[CH:15]=1)[CH2:11][OH:12])[C:2]1[CH:3]=[CH:4][CH:5]=[CH:6][CH:7]=1. The catalyst class is: 5. (3) Reactant: [CH3:1][O:2][C:3]1[CH:8]=[CH:7][C:6]([N+:9]([O-])=O)=[CH:5][C:4]=1[C:12]1[N:16]([CH3:17])[N:15]=[CH:14][CH:13]=1. Product: [CH3:1][O:2][C:3]1[CH:8]=[CH:7][C:6]([NH2:9])=[CH:5][C:4]=1[C:12]1[N:16]([CH3:17])[N:15]=[CH:14][CH:13]=1. The catalyst class is: 183. (4) Reactant: [OH:1][CH2:2][C@H:3]1[CH2:8][CH2:7][CH2:6][C@@H:5]([CH2:9][O:10][C:11]([CH3:20])([CH3:19])[C:12]([O:14][C:15]([CH3:18])([CH3:17])[CH3:16])=[O:13])[CH2:4]1.[H-].[Na+].[CH2:23]([C:25]1[O:29][C:28]([C:30]2[CH:35]=[CH:34][C:33]([C:36]([F:39])([F:38])[F:37])=[CH:32][CH:31]=2)=[N:27][C:26]=1[CH2:40]I)[CH3:24].O. Product: [CH2:23]([C:25]1[O:29][C:28]([C:30]2[CH:31]=[CH:32][C:33]([C:36]([F:38])([F:39])[F:37])=[CH:34][CH:35]=2)=[N:27][C:26]=1[CH2:40][O:1][CH2:2][C@@H:3]1[CH2:8][CH2:7][CH2:6][C@H:5]([CH2:9][O:10][C:11]([CH3:20])([CH3:19])[C:12]([O:14][C:15]([CH3:18])([CH3:17])[CH3:16])=[O:13])[CH2:4]1)[CH3:24]. The catalyst class is: 237.